Predict the reactants needed to synthesize the given product. From a dataset of Full USPTO retrosynthesis dataset with 1.9M reactions from patents (1976-2016). (1) Given the product [CH3:31][O:30][C:27]1[CH:26]=[CH:25][C:24]([C:4]2[CH:5]=[CH:6][C:7]([C:8]([NH:10][C@H:11]([C:20]([O:22][CH3:23])=[O:21])[CH2:12][C:13]([O:15][C:16]([CH3:18])([CH3:17])[CH3:19])=[O:14])=[O:9])=[C:2]([NH:1][C:33]([NH:32][C:35]3[C:36]([CH3:43])=[CH:37][C:38]([CH3:42])=[CH:39][C:40]=3[CH3:41])=[O:34])[CH:3]=2)=[CH:29][CH:28]=1, predict the reactants needed to synthesize it. The reactants are: [NH2:1][C:2]1[CH:3]=[C:4]([C:24]2[CH:29]=[CH:28][C:27]([O:30][CH3:31])=[CH:26][CH:25]=2)[CH:5]=[CH:6][C:7]=1[C:8]([NH:10][C@H:11]([C:20]([O:22][CH3:23])=[O:21])[CH2:12][C:13]([O:15][C:16]([CH3:19])([CH3:18])[CH3:17])=[O:14])=[O:9].[N:32]([C:35]1[C:40]([CH3:41])=[CH:39][C:38]([CH3:42])=[CH:37][C:36]=1[CH3:43])=[C:33]=[O:34]. (2) Given the product [CH3:23][C:12]1[CH:11]=[C:10]([S:9][CH2:8][C:7]2[S:6][C:5]([C:24]3[CH:25]=[CH:26][C:27]([C:30]([F:32])([F:33])[F:31])=[CH:28][CH:29]=3)=[N:4][C:3]=2[CH2:2][O:1][C:42]2[CH:43]=[CH:44][CH:45]=[C:40]([C:37]3[N:36]=[C:35]([CH3:34])[O:39][N:38]=3)[CH:41]=2)[CH:22]=[CH:21][C:13]=1[O:14][CH2:15][C:16]([O:18][CH2:19][CH3:20])=[O:17], predict the reactants needed to synthesize it. The reactants are: [OH:1][CH2:2][C:3]1[N:4]=[C:5]([C:24]2[CH:29]=[CH:28][C:27]([C:30]([F:33])([F:32])[F:31])=[CH:26][CH:25]=2)[S:6][C:7]=1[CH2:8][S:9][C:10]1[CH:22]=[CH:21][C:13]([O:14][CH2:15][C:16]([O:18][CH2:19][CH3:20])=[O:17])=[C:12]([CH3:23])[CH:11]=1.[CH3:34][C:35]1[O:39][N:38]=[C:37]([C:40]2[CH:41]=[C:42](O)[CH:43]=[CH:44][CH:45]=2)[N:36]=1.C1(P(C2C=CC=CC=2)C2C=CC=CC=2)C=CC=CC=1.CC(OC(/N=N/C(OC(C)C)=O)=O)C. (3) The reactants are: C([O:3][CH2:4][CH2:5][CH2:6][CH2:7][CH2:8][CH2:9][CH2:10][CH2:11][CH:12]=[CH:13][CH2:14][CH2:15][CH2:16][CH3:17])=O.[CH3:18][CH2:19][CH2:20][CH2:21][CH:22]=[CH:23]CCCC.C(O)CCCCCCCC=C. Given the product [CH2:4]([OH:3])[CH2:5][CH2:6][CH2:7][CH2:8][CH2:9][CH2:10][CH2:11][CH:12]=[CH:13][CH2:14][CH2:15][CH2:16][CH3:17].[CH2:18]=[CH:19][CH2:20][CH2:21][CH2:22][CH3:23], predict the reactants needed to synthesize it. (4) The reactants are: [NH2:1][CH2:2][C@H:3]1[CH2:7][CH2:6][N:5]([C:8]([O:10][C:11]([CH3:14])([CH3:13])[CH3:12])=[O:9])[CH2:4]1.Cl[C:16]([O:18][CH2:19][C:20]1[CH:25]=[CH:24][CH:23]=[CH:22][CH:21]=1)=[O:17].C(N(CC)CC)C. Given the product [CH2:19]([O:18][C:16](=[O:17])[NH:1][CH2:2][C@H:3]1[CH2:7][CH2:6][N:5]([C:8]([O:10][C:11]([CH3:14])([CH3:13])[CH3:12])=[O:9])[CH2:4]1)[C:20]1[CH:25]=[CH:24][CH:23]=[CH:22][CH:21]=1, predict the reactants needed to synthesize it. (5) Given the product [Br:29][C:30]1[CH:31]=[C:32]2[C:36](=[CH:37][CH:38]=1)[NH:35][C:34]([C:48]([NH2:7])=[O:50])=[C:33]2[S:53]([N:61]([CH2:62][CH:63]1[CH2:68][O:67][CH2:66][CH2:65][O:64]1)[CH3:60])(=[O:54])=[O:55], predict the reactants needed to synthesize it. The reactants are: ClC1C=C2C(=CC=1)[N:7](S(C1C=CC=CC=1)(=O)=O)C(C(OCC)=O)=C2S(Cl)(=O)=O.[Br:29][C:30]1[CH:31]=[C:32]2[C:36](=[CH:37][CH:38]=1)[N:35](S(C1C=CC=CC=1)(=O)=O)[C:34]([C:48]([O:50]CC)=O)=[C:33]2[S:53](Cl)(=[O:55])=[O:54].Cl.CN.[CH3:60][NH:61][CH2:62][CH:63]1[CH2:68][O:67][CH2:66][CH2:65][O:64]1.